This data is from Full USPTO retrosynthesis dataset with 1.9M reactions from patents (1976-2016). The task is: Predict the reactants needed to synthesize the given product. Given the product [C:1]1([C:11]2[CH2:4][CH2:3][CH2:2][CH2:1][CH2:6][CH:5]=2)[CH:6]=[CH:5][CH:4]=[CH:3][CH:2]=1, predict the reactants needed to synthesize it. The reactants are: [C:1]1([CH3:11])[CH:6]=[CH:5][C:4](S(O)(=O)=O)=[CH:3][CH:2]=1.